From a dataset of CYP2C9 inhibition data for predicting drug metabolism from PubChem BioAssay. Regression/Classification. Given a drug SMILES string, predict its absorption, distribution, metabolism, or excretion properties. Task type varies by dataset: regression for continuous measurements (e.g., permeability, clearance, half-life) or binary classification for categorical outcomes (e.g., BBB penetration, CYP inhibition). Dataset: cyp2c9_veith. (1) The compound is CCc1ccc(C(=O)COC(=O)C(Cc2ccccc2)NC(=O)C2CCC(C)CC2)cc1. The result is 0 (non-inhibitor). (2) The drug is Fc1cccc(C2NC(=S)NC3=C2N2CCC3CC2)c1. The result is 0 (non-inhibitor).